This data is from Full USPTO retrosynthesis dataset with 1.9M reactions from patents (1976-2016). The task is: Predict the reactants needed to synthesize the given product. (1) Given the product [F:8][B-:7]([F:11])([F:10])[F:9].[NH+:1]1[CH:5]=[CH:4][NH:3][CH:2]=1, predict the reactants needed to synthesize it. The reactants are: [NH:1]1[CH:5]=[CH:4][N:3]=[CH:2]1.[H+].[B-:7]([F:11])([F:10])([F:9])[F:8]. (2) Given the product [CH3:20][O:19][C:18]1[CH:17]=[CH:16][C:4]([CH:5]=[C:6]2[C:14]3[C:9](=[CH:10][CH:11]=[CH:12][CH:13]=3)[NH:8][C:7]2=[O:15])=[CH:3][C:2]=1[C:29]1[CH:30]=[CH:31][S:27][CH:28]=1, predict the reactants needed to synthesize it. The reactants are: Br[C:2]1[CH:3]=[C:4]([CH:16]=[CH:17][C:18]=1[O:19][CH3:20])[CH:5]=[C:6]1[C:14]2[C:9](=[CH:10][CH:11]=[CH:12][CH:13]=2)[NH:8][C:7]1=[O:15].C(=O)([O-])[O-].[Na+].[Na+].[S:27]1[CH:31]=[CH:30][C:29](B(O)O)=[CH:28]1.O. (3) Given the product [Cl:1][C:2]1[N:3]=[C:4]([N:11]2[CH2:12][CH2:13][O:14][CH2:15][CH2:16]2)[C:5]2[S:10][C:9]([I:17])=[N:8][C:6]=2[N:7]=1, predict the reactants needed to synthesize it. The reactants are: [Cl:1][C:2]1[N:3]=[C:4]([N:11]2[CH2:16][CH2:15][O:14][CH2:13][CH2:12]2)[C:5]2[S:10][CH:9]=[N:8][C:6]=2[N:7]=1.[I:17]I.C[Si]([N-][Si](C)(C)C)(C)C.[K+].O. (4) Given the product [Cl:1][C:2]1[CH:11]=[CH:10][CH:9]=[C:8]2[C:3]=1[CH2:4][N:5]([CH:13]1[CH2:18][CH2:17][NH:16][CH2:15][CH2:14]1)[C:6](=[O:12])[NH:7]2, predict the reactants needed to synthesize it. The reactants are: [Cl:1][C:2]1[CH:11]=[CH:10][CH:9]=[C:8]2[C:3]=1[CH2:4][N:5]([CH:13]1[CH2:18][CH2:17][N:16](CC3C=CC=CC=3)[CH2:15][CH2:14]1)[C:6](=[O:12])[NH:7]2.C(Cl)(=O)OC(Cl)C. (5) Given the product [CH:1]1([CH:4]([C:6]2[CH:7]=[C:8]([CH2:9][OH:10])[CH:13]=[CH:14][CH:15]=2)[CH3:5])[CH2:3][CH2:2]1, predict the reactants needed to synthesize it. The reactants are: [CH:1]1([CH:4]([C:6]2[CH:7]=[C:8]([CH:13]=[CH:14][CH:15]=2)[C:9](OC)=[O:10])[CH3:5])[CH2:3][CH2:2]1.[H-].[Al+3].[Li+].[H-].[H-].[H-]. (6) The reactants are: [CH:1]1([N:7]([CH2:17][CH:18]2[CH2:20][CH2:19]2)[C:8]2[N:13]=[CH:12][N:11]=[C:10]([C:14]([OH:16])=O)[CH:9]=2)[CH2:6][CH2:5][CH2:4][CH2:3][CH2:2]1.C(NC(C)C)(C)C.ClC(OC)=O.[NH2:33][C:34]1[CH:50]=[CH:49][C:37]([CH2:38][S:39]([CH2:42][CH2:43][C:44]([O:46][CH2:47][CH3:48])=[O:45])(=[O:41])=[O:40])=[CH:36][CH:35]=1.C(=O)(O)[O-].[Na+]. Given the product [CH:1]1([N:7]([CH2:17][CH:18]2[CH2:20][CH2:19]2)[C:8]2[N:13]=[CH:12][N:11]=[C:10]([C:14]([NH:33][C:34]3[CH:35]=[CH:36][C:37]([CH2:38][S:39]([CH2:42][CH2:43][C:44]([O:46][CH2:47][CH3:48])=[O:45])(=[O:41])=[O:40])=[CH:49][CH:50]=3)=[O:16])[CH:9]=2)[CH2:2][CH2:3][CH2:4][CH2:5][CH2:6]1, predict the reactants needed to synthesize it. (7) Given the product [CH3:1][O:2][C:3]1[C:11]2[S:10][C:9]([NH:12][C:13](=[O:16])[NH:14][CH3:15])=[C:8]([C:17]([N:19]3[CH2:24][CH2:23][C:22]4([CH2:33][C:32](=[O:34])[C:31]5[C:26](=[CH:27][CH:28]=[C:29]([C:35]([OH:37])=[O:36])[CH:30]=5)[O:25]4)[CH2:21][CH2:20]3)=[O:18])[C:7]=2[CH:6]=[CH:5][CH:4]=1, predict the reactants needed to synthesize it. The reactants are: [CH3:1][O:2][C:3]1[C:11]2[S:10][C:9]([NH:12][C:13](=[O:16])[NH:14][CH3:15])=[C:8]([C:17]([N:19]3[CH2:24][CH2:23][C:22]4([CH2:33][C:32](=[O:34])[C:31]5[C:26](=[CH:27][CH:28]=[C:29]([C:35]([O:37]CC6C=CC=CC=6)=[O:36])[CH:30]=5)[O:25]4)[CH2:21][CH2:20]3)=[O:18])[C:7]=2[CH:6]=[CH:5][CH:4]=1.CO.CCOC(C)=O. (8) Given the product [OH:33][CH2:32][CH2:31][O:1][C:2]1[C:23]([CH3:24])=[CH:22][C:5]([CH2:6][NH:7][C:8]([C:10]2[S:17][C:16]([CH3:18])=[C:15]3[C:11]=2[CH2:12][C@H:13]2[C:19]([CH3:21])([CH3:20])[C@H:14]23)=[O:9])=[CH:4][C:3]=1[CH3:25], predict the reactants needed to synthesize it. The reactants are: [OH:1][C:2]1[C:23]([CH3:24])=[CH:22][C:5]([CH2:6][NH:7][C:8]([C:10]2[S:17][C:16]([CH3:18])=[C:15]3[C:11]=2[CH2:12][C@H:13]2[C:19]([CH3:21])([CH3:20])[C@H:14]23)=[O:9])=[CH:4][C:3]=1[CH3:25].[OH-].[Na+].[Na+].[I-].Br[CH2:31][CH2:32][OH:33]. (9) Given the product [Cl:30][C:12]1[C:11]2[C:6](=[C:7]([C:17]([N:19]([CH3:21])[CH3:20])=[O:18])[CH:8]=[C:9]([N+:14]([O-:16])=[O:15])[CH:10]=2)[N:5]=[CH:4][C:3]=1[C:1]#[N:2], predict the reactants needed to synthesize it. The reactants are: [C:1]([C:3]1[C:12](=O)[C:11]2[C:6](=[C:7]([C:17]([N:19]([CH3:21])[CH3:20])=[O:18])[CH:8]=[C:9]([N+:14]([O-:16])=[O:15])[CH:10]=2)[NH:5][CH:4]=1)#[N:2].CN(C=O)C.C(Cl)(=O)C([Cl:30])=O. (10) Given the product [Na:1].[CH2:45]1[C:46]2([CH2:51][O:50][CH:49]([CH2:52][O:9][C:8]3[CH:7]=[CH:6][N:5]=[C:4]([CH2:22][S:23]([C:25]4[NH:26][C:27]5[CH:33]=[CH:32][CH:31]=[CH:30][C:28]=5[N:29]=4)=[O:24])[CH:3]=3)[O:48][CH2:47]2)[CH2:44]1, predict the reactants needed to synthesize it. The reactants are: [Na:1].C[C:3]1[C:4]([CH2:22][S:23]([C:25]2[NH:29][C:28]3[CH:30]=[CH:31][CH:32]=[CH:33][C:27]=3[N:26]=2)=[O:24])=[N:5][CH:6]=[CH:7][C:8]=1[O:9]CC1COC2(CCOCC2)OC1.SC1NC2C=CC=CC=2N=1.[CH2:44]1[C:46]2([CH2:51][O:50][CH:49]([CH2:52]OC3C=CN=C(CO)C=3)[O:48][CH2:47]2)[CH2:45]1.